This data is from Reaction yield outcomes from USPTO patents with 853,638 reactions. The task is: Predict the reaction yield, written as a fraction of the theoretical maximum amount of product (1.0 means a 100% yield; for example, 0.34 means a 34% yield). The reactants are [OH:1][C@@:2]1([C:9]#[C:10][C:11]2[CH:12]=[C:13]([N:17]3[C:25]4[CH:24]=[CH:23][N:22]=[C:21]([NH:26][CH3:27])[C:20]=4[C:19]([C:28]([O:30]C)=O)=[N:18]3)[CH:14]=[CH:15][CH:16]=2)[CH2:6][CH2:5][N:4]([CH3:7])[C:3]1=[O:8].[NH3:32]. The catalyst is CO. The product is [OH:1][C@@:2]1([C:9]#[C:10][C:11]2[CH:12]=[C:13]([N:17]3[C:25]4[CH:24]=[CH:23][N:22]=[C:21]([NH:26][CH3:27])[C:20]=4[C:19]([C:28]([NH2:32])=[O:30])=[N:18]3)[CH:14]=[CH:15][CH:16]=2)[CH2:6][CH2:5][N:4]([CH3:7])[C:3]1=[O:8]. The yield is 0.320.